Dataset: Full USPTO retrosynthesis dataset with 1.9M reactions from patents (1976-2016). Task: Predict the reactants needed to synthesize the given product. (1) Given the product [Cl:10][C:8]1[C:7]([F:11])=[C:6]([CH:12]2[CH2:15][N:14]([C:16]([O:18][C:19]([CH3:20])([CH3:22])[CH3:21])=[O:17])[CH2:13]2)[C:5]([O:23][CH3:24])=[C:4]([CH:2]([NH:1][C:26]2[N:34]=[CH:33][N:32]=[C:31]3[C:27]=2[N:28]=[CH:29][N:30]3[CH:35]2[CH2:40][CH2:39][CH2:38][CH2:37][O:36]2)[CH3:3])[CH:9]=1, predict the reactants needed to synthesize it. The reactants are: [NH2:1][CH:2]([C:4]1[C:5]([O:23][CH3:24])=[C:6]([CH:12]2[CH2:15][N:14]([C:16]([O:18][C:19]([CH3:22])([CH3:21])[CH3:20])=[O:17])[CH2:13]2)[C:7]([F:11])=[C:8]([Cl:10])[CH:9]=1)[CH3:3].Br[C:26]1[N:34]=[CH:33][N:32]=[C:31]2[C:27]=1[N:28]=[CH:29][N:30]2[CH:35]1[CH2:40][CH2:39][CH2:38][CH2:37][O:36]1.CCN(C(C)C)C(C)C. (2) Given the product [Cl:1][C:2]1[C:3]([N:8]2[CH:17]([C:16]([O:23][CH2:24][CH2:25][CH2:26][CH2:27][CH3:28])=[O:22])[CH2:18][C:19](=[O:20])[NH:9]2)=[N:4][CH:5]=[CH:6][CH:7]=1, predict the reactants needed to synthesize it. The reactants are: [Cl:1][C:2]1[C:3]([NH:8][NH2:9])=[N:4][CH:5]=[CH:6][CH:7]=1.C(O)CCCC.[C:16]([O:23][CH2:24][CH2:25][CH2:26][CH2:27][CH3:28])(=[O:22])/[CH:17]=[CH:18]\[C:19]([O-])=[O:20]. (3) Given the product [CH3:1][CH:2]([CH3:7])[C:3]([CH:4]=[N:38][C:12]([O:11][Si:18]([CH3:25])([CH3:24])[CH3:17])=[CH2:13])=[CH2:6], predict the reactants needed to synthesize it. The reactants are: [CH3:1][CH:2]([CH3:7])[C:3](=[CH2:6])[CH:4]=O.ClC1C=[C:11](C=CC=1)[CH:12]=[O:13].[CH3:17][Si:18]([CH3:25])([CH3:24])N[Si:18]([CH3:25])([CH3:24])[CH3:17].C([Li])CCC.C[Si](Cl)(C)C.C([N:38](CC)CC)C.C(Cl)(=O)C.